This data is from Forward reaction prediction with 1.9M reactions from USPTO patents (1976-2016). The task is: Predict the product of the given reaction. (1) Given the reactants N[C:2]1[N:9]=[CH:8][CH:7]=[C:6]([Cl:10])[C:3]=1[C:4]#[N:5].N([O-])=[O:12].[Na+].O, predict the reaction product. The product is: [Cl:10][C:6]1[C:3]([C:4]#[N:5])=[C:2]([OH:12])[N:9]=[CH:8][CH:7]=1. (2) Given the reactants [I:1][C:2]1[CH:7]=[CH:6][C:5]([CH2:8][C:9]([OH:11])=O)=[CH:4][CH:3]=1.[NH2:12][C:13]1[S:14][CH:15]=[C:16]([CH3:22])[C:17]=1[C:18]([O:20][CH3:21])=[O:19], predict the reaction product. The product is: [I:1][C:2]1[CH:3]=[CH:4][C:5]([CH2:8][C:9]([NH:12][C:13]2[S:14][CH:15]=[C:16]([CH3:22])[C:17]=2[C:18]([O:20][CH3:21])=[O:19])=[O:11])=[CH:6][CH:7]=1. (3) Given the reactants C([O:8][N:9]1[C:14](=[O:15])[C:13]2[CH:16]=[C:17]([F:25])[C:18]([N:20]3[CH2:24][CH2:23][CH2:22][CH2:21]3)=[N:19][C:12]=2[N:11]([C:26]2[CH:31]=[CH:30][CH:29]=[C:28]([C:32]([F:35])([F:34])[F:33])[CH:27]=2)[C:10]1=[O:36])C1C=CC=CC=1, predict the reaction product. The product is: [F:25][C:17]1[C:18]([N:20]2[CH2:24][CH2:23][CH2:22][CH2:21]2)=[N:19][C:12]2[N:11]([C:26]3[CH:31]=[CH:30][CH:29]=[C:28]([C:32]([F:33])([F:34])[F:35])[CH:27]=3)[C:10](=[O:36])[N:9]([OH:8])[C:14](=[O:15])[C:13]=2[CH:16]=1. (4) Given the reactants [CH2:1]([C:8]1[CH:16]=[CH:15][C:14]2[C:10](=[CH:11][N:12]([C:17]3[CH:22]=[CH:21][C:20]([CH2:23][OH:24])=[CH:19][C:18]=3[F:25])[N:13]=2)[CH:9]=1)[C:2]1[CH:7]=[CH:6][CH:5]=[CH:4][CH:3]=1.C[N+]1([O-])CCOCC1, predict the reaction product. The product is: [CH2:1]([C:8]1[CH:16]=[CH:15][C:14]2[C:10](=[CH:11][N:12]([C:17]3[CH:22]=[CH:21][C:20]([CH:23]=[O:24])=[CH:19][C:18]=3[F:25])[N:13]=2)[CH:9]=1)[C:2]1[CH:3]=[CH:4][CH:5]=[CH:6][CH:7]=1. (5) Given the reactants [Cl:1][C:2]1[N:6]([C:7]2[CH:12]=[CH:11][CH:10]=[CH:9][CH:8]=2)[N:5]=[C:4]([C:13]([F:16])([F:15])[F:14])[C:3]=1[CH2:17]O.P(Br)(Br)[Br:20].O, predict the reaction product. The product is: [Br:20][CH2:17][C:3]1[C:4]([C:13]([F:16])([F:15])[F:14])=[N:5][N:6]([C:7]2[CH:12]=[CH:11][CH:10]=[CH:9][CH:8]=2)[C:2]=1[Cl:1]. (6) Given the reactants [CH2:1]([C:9]1[CH:14]=[CH:13][C:12]([CH2:15][CH2:16][OH:17])=[CH:11][CH:10]=1)[CH2:2][CH2:3][CH2:4][CH2:5][CH2:6][CH2:7][CH3:8].ClCCl.C(N(CC)CC)C.[CH3:28][S:29](Cl)(=[O:31])=[O:30], predict the reaction product. The product is: [CH3:28][S:29]([O:17][CH2:16][CH2:15][C:12]1[CH:11]=[CH:10][C:9]([CH2:1][CH2:2][CH2:3][CH2:4][CH2:5][CH2:6][CH2:7][CH3:8])=[CH:14][CH:13]=1)(=[O:31])=[O:30]. (7) Given the reactants [Br:1]N1C(=O)CCC1=O.[C:9]([O:13][C:14]([N:16]1[CH2:21][CH2:20][N:19]([C:22]2[C:23]3[CH:30]=[CH:29][C:28]([F:31])=[CH:27][C:24]=3[S:25][CH:26]=2)[CH2:18][CH2:17]1)=[O:15])([CH3:12])([CH3:11])[CH3:10], predict the reaction product. The product is: [C:9]([O:13][C:14]([N:16]1[CH2:17][CH2:18][N:19]([C:22]2[C:23]3[CH:30]=[CH:29][C:28]([F:31])=[CH:27][C:24]=3[S:25][C:26]=2[Br:1])[CH2:20][CH2:21]1)=[O:15])([CH3:12])([CH3:10])[CH3:11]. (8) Given the reactants [C:1]([O:5][C:6](=[O:33])[NH:7][C:8]1([C:12]2[CH:17]=[CH:16][C:15]([C:18]3[C:23]([C:24]4[CH:29]=[CH:28][CH:27]=[CH:26][CH:25]=4)=[CH:22][C:21]([C:30]#[N:31])=[C:20]([OH:32])[N:19]=3)=[CH:14][CH:13]=2)[CH2:11][CH2:10][CH2:9]1)([CH3:4])([CH3:3])[CH3:2].[OH-].[Na+].OO.C(O)(=[O:40])C, predict the reaction product. The product is: [C:1]([O:5][C:6](=[O:33])[NH:7][C:8]1([C:12]2[CH:13]=[CH:14][C:15]([C:18]3[C:23]([C:24]4[CH:25]=[CH:26][CH:27]=[CH:28][CH:29]=4)=[CH:22][C:21]([C:30](=[O:40])[NH2:31])=[C:20]([OH:32])[N:19]=3)=[CH:16][CH:17]=2)[CH2:11][CH2:10][CH2:9]1)([CH3:4])([CH3:2])[CH3:3]. (9) The product is: [CH3:1][S:2]([N:7]1[CH2:12][CH2:11][CH2:10][CH:9]([CH2:13][NH:14][C:15]([C:17]2[CH:22]=[N:21][C:20]([C:23]3[CH:28]=[CH:27][CH:26]=[C:25]([F:29])[CH:24]=3)=[N:19][CH:18]=2)=[O:16])[CH2:8]1)(=[O:4])=[O:3]. Given the reactants [CH3:1][S:2](Cl)(=[O:4])=[O:3].Cl.[NH:7]1[CH2:12][CH2:11][CH2:10][CH:9]([CH2:13][NH:14][C:15]([C:17]2[CH:18]=[N:19][C:20]([C:23]3[CH:28]=[CH:27][CH:26]=[C:25]([F:29])[CH:24]=3)=[N:21][CH:22]=2)=[O:16])[CH2:8]1.C(N(CC)CC)C, predict the reaction product. (10) Given the reactants [NH2:1][CH2:2][C:3]([C:6]1[CH:24]=[CH:23][C:9]([C:10]([NH:12][C:13]2[N:14]=[C:15]3[CH:20]=[CH:19][C:18]([Cl:21])=[CH:17][N:16]3[CH:22]=2)=[O:11])=[CH:8][CH:7]=1)([CH3:5])[CH3:4].C(N(CC)CC)C.[C:32](Cl)(=[O:34])[CH3:33], predict the reaction product. The product is: [C:32]([NH:1][CH2:2][C:3]([C:6]1[CH:7]=[CH:8][C:9]([C:10]([NH:12][C:13]2[N:14]=[C:15]3[CH:20]=[CH:19][C:18]([Cl:21])=[CH:17][N:16]3[CH:22]=2)=[O:11])=[CH:23][CH:24]=1)([CH3:4])[CH3:5])(=[O:34])[CH3:33].